This data is from Full USPTO retrosynthesis dataset with 1.9M reactions from patents (1976-2016). The task is: Predict the reactants needed to synthesize the given product. (1) Given the product [C:6]([C:8]1[CH:9]=[CH:10][C:11]([NH:28][C@H:29]2[CH2:33][CH2:32][N:31]([C:2]([O:4][CH3:5])=[O:3])[CH2:30]2)=[C:12]([CH:27]=1)[C:13]([NH:15][CH2:16][C:17]1[CH:22]=[CH:21][C:20]([O:23][CH3:24])=[C:19]([O:25][CH3:26])[CH:18]=1)=[O:14])#[N:7], predict the reactants needed to synthesize it. The reactants are: Cl[C:2]([O:4][CH3:5])=[O:3].[C:6]([C:8]1[CH:9]=[CH:10][C:11]([NH:28][C@H:29]2[CH2:33][CH2:32][NH:31][CH2:30]2)=[C:12]([CH:27]=1)[C:13]([NH:15][CH2:16][C:17]1[CH:22]=[CH:21][C:20]([O:23][CH3:24])=[C:19]([O:25][CH3:26])[CH:18]=1)=[O:14])#[N:7].C(N(CC)CC)C. (2) Given the product [CH2:1]([N:3]([CH2:4][CH3:5])[C:12](=[O:34])[CH2:13][CH2:14][CH2:15][C:16]1[CH:25]=[CH:24][CH:23]=[C:22]2[C:17]=1[CH:18]=[CH:19][C:20]([NH:26][CH2:27][C:28]1[O:29][C:30]([CH3:33])=[CH:31][CH:32]=1)=[N:21]2)[CH3:2], predict the reactants needed to synthesize it. The reactants are: [CH2:1]([NH:3][CH2:4][CH3:5])[CH3:2].C[Al](C)C.CO[C:12](=[O:34])[CH2:13][CH2:14][CH2:15][C:16]1[CH:25]=[CH:24][CH:23]=[C:22]2[C:17]=1[CH:18]=[CH:19][C:20]([NH:26][CH2:27][C:28]1[O:29][C:30]([CH3:33])=[CH:31][CH:32]=1)=[N:21]2.